From a dataset of Reaction yield outcomes from USPTO patents with 853,638 reactions. Predict the reaction yield, written as a fraction of the theoretical maximum amount of product (1.0 means a 100% yield; for example, 0.34 means a 34% yield). The reactants are [Li+].CCC[CH2-].[Cl:6][C:7]1[CH:8]=[N:9][CH:10]=[CH:11][CH:12]=1.[CH:13](OCC)=[O:14]. The catalyst is C1COCC1. The product is [Cl:6][C:7]1[CH:8]=[N:9][CH:10]=[CH:11][C:12]=1[CH:13]=[O:14]. The yield is 0.550.